From a dataset of Catalyst prediction with 721,799 reactions and 888 catalyst types from USPTO. Predict which catalyst facilitates the given reaction. (1) Reactant: [C:1]([C:5]1[N:10]=[C:9]([N:11]2[CH2:16][CH2:15][N:14]([CH2:17][CH2:18][CH2:19][CH2:20][NH2:21])[CH2:13][CH2:12]2)[CH:8]=[C:7]([C:22]([F:25])([F:24])[F:23])[N:6]=1)([CH3:4])([CH3:3])[CH3:2].C1N=CN([C:31](N2C=NC=C2)=[O:32])C=1.[C:38]1([C:50]2[CH:55]=[CH:54][CH:53]=[CH:52][CH:51]=2)[CH:43]=[CH:42][CH:41]=[CH:40][C:39]=1[N:44]1[CH2:49][CH2:48][NH:47][CH2:46][CH2:45]1. Product: [C:38]1([C:50]2[CH:51]=[CH:52][CH:53]=[CH:54][CH:55]=2)[CH:43]=[CH:42][CH:41]=[CH:40][C:39]=1[N:44]1[CH2:45][CH2:46][N:47]([C:31]([NH:21][CH2:20][CH2:19][CH2:18][CH2:17][N:14]2[CH2:15][CH2:16][N:11]([C:9]3[CH:8]=[C:7]([C:22]([F:24])([F:25])[F:23])[N:6]=[C:5]([C:1]([CH3:4])([CH3:2])[CH3:3])[N:10]=3)[CH2:12][CH2:13]2)=[O:32])[CH2:48][CH2:49]1. The catalyst class is: 147. (2) Reactant: [H-].[Na+].[CH2:3]([OH:9])[C:4]1[O:8][CH:7]=[CH:6][CH:5]=1.[Cl:10][C:11]1[S:15][C:14]([S:16]([NH:19][C:20]2[C:25](Br)=[N:24][CH:23]=[C:22]([Cl:27])[N:21]=2)(=[O:18])=[O:17])=[CH:13][CH:12]=1.C(O)(=O)CC(CC(O)=O)(C(O)=O)O. Product: [Cl:10][C:11]1[S:15][C:14]([S:16]([NH:19][C:20]2[C:25]([O:9][CH2:3][C:4]3[O:8][CH:7]=[CH:6][CH:5]=3)=[N:24][CH:23]=[C:22]([Cl:27])[N:21]=2)(=[O:18])=[O:17])=[CH:13][CH:12]=1. The catalyst class is: 57. (3) Reactant: [C:1]1(=[O:6])[CH2:5][CH2:4][CH2:3][CH2:2]1.[C:7]([O-:10])(=[O:9])[CH3:8].[C:7]([O-:10])(=[O:9])[CH3:8].[C:7]([O-:10])(=[O:9])[CH3:8].[C:7]([O-:10])(=[O:9])[CH3:8].[Pb+4].Cl. Product: [C:7]([O:10][CH:2]1[CH2:3][CH2:4][CH2:5][C:1]1=[O:6])(=[O:9])[CH3:8]. The catalyst class is: 244. (4) Reactant: [F:1][C:2]1[CH:3]=[CH:4][C:5]([O:11][CH2:12][C:13]2[CH:18]=[CH:17][C:16]([C:19]3[CH:24]=[CH:23][C:22]([C:25]([F:28])([F:27])[F:26])=[CH:21][CH:20]=3)=[CH:15][CH:14]=2)=[C:6]([CH2:8][C:9]#[N:10])[CH:7]=1.[H-].[Al+3].[Li+].[H-].[H-].[H-].[Cl-].[Cl-].[Cl-].[Al+3].[OH-].[Na+]. Product: [F:1][C:2]1[CH:3]=[CH:4][C:5]([O:11][CH2:12][C:13]2[CH:18]=[CH:17][C:16]([C:19]3[CH:24]=[CH:23][C:22]([C:25]([F:26])([F:27])[F:28])=[CH:21][CH:20]=3)=[CH:15][CH:14]=2)=[C:6]([CH2:8][CH2:9][NH2:10])[CH:7]=1. The catalyst class is: 1.